Dataset: Full USPTO retrosynthesis dataset with 1.9M reactions from patents (1976-2016). Task: Predict the reactants needed to synthesize the given product. Given the product [CH3:1][O:2][C:3]1[CH:8]=[CH:7][C:6]([NH2:9])=[CH:5][C:4]=1[C:12]([F:13])([F:14])[F:15], predict the reactants needed to synthesize it. The reactants are: [CH3:1][O:2][C:3]1[CH:8]=[CH:7][C:6]([N+:9]([O-])=O)=[CH:5][C:4]=1[C:12]([F:15])([F:14])[F:13].